From a dataset of Full USPTO retrosynthesis dataset with 1.9M reactions from patents (1976-2016). Predict the reactants needed to synthesize the given product. Given the product [Cl:34][C@@H:6]1[CH2:7][CH2:2][CH2:3][N:4]([CH2:8][CH2:9][C:10]2[CH:11]=[CH:12][C:13]([N:16]3[CH2:17][CH2:18][CH2:19][CH2:20]3)=[CH:14][CH:15]=2)[CH2:5]1, predict the reactants needed to synthesize it. The reactants are: O[CH2:2][C@H:3]1[CH2:7][CH2:6][CH2:5][N:4]1[CH2:8][CH2:9][C:10]1[CH:15]=[CH:14][C:13]([N:16]2[CH2:20][CH2:19][CH2:18][CH2:17]2)=[CH:12][CH:11]=1.C(N(C(C)C)CC)(C)C.CS([Cl:34])(=O)=O.C(=O)([O-])O.[Na+].